This data is from Forward reaction prediction with 1.9M reactions from USPTO patents (1976-2016). The task is: Predict the product of the given reaction. (1) Given the reactants Br[C:2]1[CH:11]=[CH:10][CH:9]=[C:8]2[C:3]=1[CH:4]=[C:5]([CH3:30])[C:6]([CH:19]([O:25][C:26]([CH3:29])([CH3:28])[CH3:27])[C:20]([O:22][CH2:23][CH3:24])=[O:21])=[C:7]2[C:12]1[CH:17]=[CH:16][C:15]([Cl:18])=[CH:14][CH:13]=1.[CH3:31][N:32]([CH3:36])[CH2:33][C:34]#[CH:35].C(N(CC)CC)C, predict the reaction product. The product is: [C:26]([O:25][CH:19]([C:6]1[C:5]([CH3:30])=[CH:4][C:3]2[C:8](=[CH:9][CH:10]=[CH:11][C:2]=2[C:35]#[C:34][CH2:33][N:32]([CH3:36])[CH3:31])[C:7]=1[C:12]1[CH:13]=[CH:14][C:15]([Cl:18])=[CH:16][CH:17]=1)[C:20]([O:22][CH2:23][CH3:24])=[O:21])([CH3:27])([CH3:28])[CH3:29]. (2) The product is: [CH3:14][CH:15]([CH2:18][CH2:19][CH2:20][CH2:21][CH2:22][CH2:23][CH2:24][CH2:25][CH3:26])[C:16]([OH:3])=[O:17]. Given the reactants CC(C)=[O:3].OS(O)(=O)=O.O=[Cr](=O)=O.[CH3:14][CH:15]([CH2:18][CH2:19][CH2:20][CH2:21][CH2:22][CH2:23][CH2:24][CH2:25][CH3:26])[CH:16]=[O:17].[OH-].[Na+].Cl, predict the reaction product. (3) Given the reactants [Cl:1][C:2]1[CH:7]=[CH:6][C:5]([C:8]2([CH:11]=O)[CH2:10][CH2:9]2)=[CH:4][CH:3]=1.Cl.[NH2:14][OH:15].CO, predict the reaction product. The product is: [Cl:1][C:2]1[CH:7]=[CH:6][C:5]([C:8]2([CH:11]=[N:14][OH:15])[CH2:10][CH2:9]2)=[CH:4][CH:3]=1. (4) Given the reactants [F:1][C:2]1[CH:7]=[CH:6][C:5]([CH2:8][C:9](Cl)=[O:10])=[CH:4][CH:3]=1.[S-:12][C:13]#[N:14].[NH4+], predict the reaction product. The product is: [F:1][C:2]1[CH:7]=[CH:6][C:5]([CH2:8][C:9]([N:14]=[C:13]=[S:12])=[O:10])=[CH:4][CH:3]=1. (5) The product is: [C:10]([O:14][C:15]([N:17]1[CH2:23][CH2:22][CH2:21][CH:18]1[CH2:19][O:8][C:5]1[CH:6]=[CH:7][C:2]([I:1])=[CH:3][C:4]=1[CH3:9])=[O:16])([CH3:13])([CH3:11])[CH3:12]. Given the reactants [I:1][C:2]1[CH:7]=[CH:6][C:5]([OH:8])=[C:4]([CH3:9])[CH:3]=1.[C:10]([O:14][C:15]([N:17]1[CH2:23][CH2:22][CH2:21][C@H:18]1[CH2:19]O)=[O:16])([CH3:13])([CH3:12])[CH3:11].CC(OC(/N=N/C(OC(C)C)=O)=O)C, predict the reaction product. (6) Given the reactants [O:1]1[CH2:5][CH2:4][CH2:3][C@H:2]1[CH2:6][O:7][C:8]1[CH:9]=[C:10]2[C:15](=[CH:16][CH:17]=1)[C:14](=[O:18])O[CH2:12][CH2:11]2.[Br:19][C:20]1[CH:21]=[C:22]2[C:27](=[CH:28][CH:29]=1)[CH2:26][C@@H:25]([NH2:30])[CH2:24][CH2:23]2, predict the reaction product. The product is: [Br:19][C:20]1[CH:21]=[C:22]2[C:27](=[CH:28][CH:29]=1)[CH2:26][C@@H:25]([N:30]1[CH2:12][CH2:11][C:10]3[C:15](=[CH:16][CH:17]=[C:8]([O:7][CH2:6][C@@H:2]4[CH2:3][CH2:4][CH2:5][O:1]4)[CH:9]=3)[C:14]1=[O:18])[CH2:24][CH2:23]2. (7) The product is: [CH3:39][O:40][C:41]1[CH:46]=[CH:45][C:44]([C:2]2[CH:3]=[CH:4][C:5]3[NH:10][C:9](=[O:19])[CH2:8][N:7]([C:20]([NH:22][CH:23]([C:27]4[CH:28]=[CH:29][C:30]([O:33][C:34]([F:36])([F:35])[F:37])=[CH:31][CH:32]=4)[CH2:24][O:25][CH3:26])=[O:21])[C:6]=3[N:38]=2)=[CH:43][CH:42]=1. Given the reactants Cl[C:2]1[CH:3]=[CH:4][C:5]2[N:10](COCC[Si](C)(C)C)[C:9](=[O:19])[CH2:8][N:7]([C:20]([NH:22][CH:23]([C:27]3[CH:32]=[CH:31][C:30]([O:33][C:34]([F:37])([F:36])[F:35])=[CH:29][CH:28]=3)[CH2:24][O:25][CH3:26])=[O:21])[C:6]=2[N:38]=1.[CH3:39][O:40][C:41]1[CH:46]=[CH:45][C:44](B(O)O)=[CH:43][CH:42]=1.C(=O)([O-])[O-].[K+].[K+].O, predict the reaction product.